Dataset: Full USPTO retrosynthesis dataset with 1.9M reactions from patents (1976-2016). Task: Predict the reactants needed to synthesize the given product. (1) Given the product [N:58]1([C:16](=[O:18])/[CH:15]=[CH:14]/[C@@H:13]([NH:12][C:10]([C@@H:9]2[CH2:21][C@H:22]([F:24])[CH2:23][N:8]2[C:6]([O:5][C:2]([CH3:4])([CH3:3])[CH3:1])=[O:7])=[O:11])[CH2:19][CH3:20])[C:66]2[C:61](=[CH:62][CH:63]=[CH:64][CH:65]=2)[CH2:60][CH2:59]1, predict the reactants needed to synthesize it. The reactants are: [CH3:1][C:2]([O:5][C:6]([N:8]1[CH2:23][C@@H:22]([F:24])[CH2:21][C@H:9]1[C:10]([NH:12][C@@H:13]([CH2:19][CH3:20])/[CH:14]=[CH:15]/[C:16]([OH:18])=O)=[O:11])=[O:7])([CH3:4])[CH3:3].CN(C(ON1N=NC2C=CC=NC1=2)=[N+](C)C)C.F[P-](F)(F)(F)(F)F.CCN(C(C)C)C(C)C.[NH:58]1[C:66]2[C:61](=[CH:62][CH:63]=[CH:64][CH:65]=2)[CH2:60][CH2:59]1. (2) Given the product [CH3:18][N:19]([C:20]1[CH:21]=[CH:22][C:23]([N+:26]([O-:28])=[O:27])=[CH:24][CH:25]=1)[S:14]([C:10]1[CH:9]=[C:8]([C:5]2[CH:6]=[CH:7][C:2]([F:1])=[CH:3][CH:4]=2)[CH:13]=[CH:12][CH:11]=1)(=[O:16])=[O:15], predict the reactants needed to synthesize it. The reactants are: [F:1][C:2]1[CH:7]=[CH:6][C:5]([C:8]2[CH:13]=[CH:12][CH:11]=[C:10]([S:14](Cl)(=[O:16])=[O:15])[CH:9]=2)=[CH:4][CH:3]=1.[CH3:18][NH:19][C:20]1[CH:25]=[CH:24][C:23]([N+:26]([O-:28])=[O:27])=[CH:22][CH:21]=1.N1C=CC=CC=1. (3) The reactants are: [F:1][C:2]1[CH:35]=[CH:34][C:5]([CH2:6][N:7]2[C:15]3[CH:14]=[CH:13][CH:12]=[CH:11][C:10]=3[C:9]3[CH2:16][C@H:17]4[C:22](=[S:23])[N:21]([CH2:24][CH2:25][C:26]([O:28]C(C)(C)C)=[O:27])[C:20](=[O:33])[N:18]4[CH2:19][C:8]2=3)=[CH:4][CH:3]=1. Given the product [F:1][C:2]1[CH:35]=[CH:34][C:5]([CH2:6][N:7]2[C:15]3[CH:14]=[CH:13][CH:12]=[CH:11][C:10]=3[C:9]3[CH2:16][C@H:17]4[C:22](=[S:23])[N:21]([CH2:24][CH2:25][C:26]([OH:28])=[O:27])[C:20](=[O:33])[N:18]4[CH2:19][C:8]2=3)=[CH:4][CH:3]=1, predict the reactants needed to synthesize it. (4) Given the product [N+:12]([C:15]1[CH:16]=[C:17]([CH:18]=[CH:19][CH:20]=1)[CH:21]=[C:3]1[C:4]2[CH2:5][CH2:6][CH2:7][CH2:8][C:9]=2[C:1](=[O:11])[O:2]1)([O-:14])=[O:13], predict the reactants needed to synthesize it. The reactants are: [C:1]1(=[O:11])[C:9]2[CH2:8][CH2:7][CH2:6][CH2:5][C:4]=2[C:3](=O)[O:2]1.[N+:12]([C:15]1[CH:16]=[C:17]([CH2:21]C(O)=O)[CH:18]=[CH:19][CH:20]=1)([O-:14])=[O:13].C([O-])(=O)C.[Na+]. (5) Given the product [Cl:40][C:27]1[CH:26]=[C:25]([NH:24][C:20]2[N:21]=[CH:22][N:23]=[C:18]3[S:17][C:14]4[C:15]5[C:10]([CH2:11][CH2:12][C:13]=4[C:19]=23)=[N:9][N:8]([CH2:7][CH2:6][N:45]2[CH2:46][CH2:47][N:42]([CH3:41])[CH2:43][CH2:44]2)[CH:16]=5)[CH:30]=[CH:29][C:28]=1[O:31][CH2:32][C:33]1[CH:38]=[CH:37][CH:36]=[C:35]([F:39])[CH:34]=1, predict the reactants needed to synthesize it. The reactants are: CS(O[CH2:6][CH2:7][N:8]1[CH:16]=[C:15]2[C:10]([CH2:11][CH2:12][C:13]3[C:19]4[C:20]([NH:24][C:25]5[CH:30]=[CH:29][C:28]([O:31][CH2:32][C:33]6[CH:38]=[CH:37][CH:36]=[C:35]([F:39])[CH:34]=6)=[C:27]([Cl:40])[CH:26]=5)=[N:21][CH:22]=[N:23][C:18]=4[S:17][C:14]=32)=[N:9]1)(=O)=O.[CH3:41][N:42]1[CH2:47][CH2:46][NH:45][CH2:44][CH2:43]1.C(N(C(C)C)CC)(C)C. (6) Given the product [CH:15]1[C:16]2[C:25](=[CH:24][C:23]3[C:18]([CH:17]=2)=[CH:19][CH:20]=[CH:21][CH:22]=3)[CH:12]=[CH:13][CH:14]=1, predict the reactants needed to synthesize it. The reactants are: C1(C)C=C(C)C=C(C)C=1.C([C:12]1[C:25]2[C:16](=[CH:17][C:18]3[C:23]([CH:24]=2)=[CH:22][CH:21]=[CH:20][CH:19]=3)[CH:15]=[CH:14][CH:13]=1)=C.C1(C=O)C2C(=CC3C(C=2)=CC=CC=3)C=CC=1. (7) Given the product [Cl:26][C:23]1[CH:24]=[CH:25][C:20]([C:18]([NH:17][CH:13]([CH2:12][C:7]2[C:5]3[C:4](=[CH:3][CH:2]=[CH:1][CH:6]=3)[NH:11][C:9](=[O:10])[CH:8]=2)[C:14]([O:16][CH2:8][CH2:9][NH:11][CH2:4][CH2:3][CH2:28][C:29]2[CH:30]=[CH:31][CH:32]=[CH:33][CH:34]=2)=[O:15])=[O:19])=[CH:21][CH:22]=1, predict the reactants needed to synthesize it. The reactants are: [CH:1]1[CH:2]=[CH:3][C:4]2[NH:11][C:9](=[O:10])[CH:8]=[C:7]([CH2:12][CH:13]([NH:17][C:18]([C:20]3[CH:21]=[CH:22][C:23]([Cl:26])=[CH:24][CH:25]=3)=[O:19])[C:14]([OH:16])=[O:15])[C:5]=2[CH:6]=1.Cl.[CH2:28](N(CC)CCCl)[C:29]1[CH:34]=[CH:33][CH:32]=[CH:31][CH:30]=1. (8) Given the product [CH3:12][O:11][C:9](=[O:10])[C:8]1[CH:13]=[CH:14][CH:15]=[CH:16][C:7]=1[C:6]([C:4]#[N:5])=[C:22]1[CH:23]=[CH:24][C:20](=[N:17][OH:18])[S:21]1, predict the reactants needed to synthesize it. The reactants are: C[O-].[Na+].[C:4]([CH2:6][C:7]1[CH:16]=[CH:15][CH:14]=[CH:13][C:8]=1[C:9]([O:11][CH3:12])=[O:10])#[N:5].[N+:17]([C:20]1[S:21][CH:22]=[CH:23][CH:24]=1)([O-])=[O:18].O. (9) Given the product [F:40][C:19]([F:18])([F:39])[C:20]1[CH:34]=[C:33]([C:35]([F:38])([F:37])[F:36])[CH:32]=[CH:31][C:21]=1[CH2:22][N:23]1[CH2:28][CH2:27][CH:26](/[CH:29]=[C:9]2/[C:5]([NH:4][C@H:3]([C:11]([N:13]([CH3:15])[CH3:14])=[O:12])[C:2]([OH:1])([CH3:17])[CH3:16])=[N:6][C:7](=[O:10])[S:8]/2)[CH2:25][CH2:24]1, predict the reactants needed to synthesize it. The reactants are: [OH:1][C:2]([CH3:17])([CH3:16])[C@@H:3]([C:11]([N:13]([CH3:15])[CH3:14])=[O:12])[NH:4][C:5]1[CH2:9][S:8][C:7](=[O:10])[N:6]=1.[F:18][C:19]([F:40])([F:39])[C:20]1[CH:34]=[C:33]([C:35]([F:38])([F:37])[F:36])[CH:32]=[CH:31][C:21]=1[CH2:22][N:23]1[CH2:28][CH2:27][CH:26]([CH:29]=O)[CH2:25][CH2:24]1.C([O-])(=O)C.[NH2+]1CCCCC1. (10) Given the product [NH2:20][C@@H:18]1[C@@H:17]([C:28]2[CH:33]=[C:32]([F:34])[C:31]([F:35])=[CH:30][C:29]=2[F:36])[CH2:16][C:14]2[N:15]=[C:9]3[CH:8]=[C:7]([C:4]4[NH:3][C:2](=[O:1])[NH:6][N:5]=4)[CH:12]=[CH:11][N:10]3[C:13]=2[CH2:19]1, predict the reactants needed to synthesize it. The reactants are: [O:1]=[C:2]1[NH:6][N:5]=[C:4]([C:7]2[CH:12]=[CH:11][N:10]3[C:13]4[CH2:19][C@H:18]([NH:20]C(=O)OC(C)(C)C)[C@@H:17]([C:28]5[CH:33]=[C:32]([F:34])[C:31]([F:35])=[CH:30][C:29]=5[F:36])[CH2:16][C:14]=4[N:15]=[C:9]3[CH:8]=2)[NH:3]1.Cl.